From a dataset of Reaction yield outcomes from USPTO patents with 853,638 reactions. Predict the reaction yield, written as a fraction of the theoretical maximum amount of product (1.0 means a 100% yield; for example, 0.34 means a 34% yield). (1) The reactants are [OH:1][C@@H:2]1[CH2:10][C@@H:9]2[C@@:5]([CH3:13])([CH:6]=[C:7]([CH:11]=[O:12])[CH2:8]2)[C@H:4]([CH3:14])[CH2:3]1.[OH:15]O.[OH-].[Na+]. The catalyst is CO.C(OCC)C. The yield is 0.700. The product is [OH:1][C@H:2]1[CH2:3][C@@H:4]([CH3:14])[C@@:5]2([CH3:13])[C@H:9]([CH2:8][C@:7]3([CH:11]=[O:12])[O:15][C@@H:6]32)[CH2:10]1. (2) The reactants are [Cl:1][C:2]1[C:3]([CH3:18])=[C:4]([NH:10][C@H:11]([C@@H:15]([OH:17])[CH3:16])[C:12]([OH:14])=O)[CH:5]=[CH:6][C:7]=1[C:8]#[N:9].[CH3:19][S:20]([C:23]1[CH:32]=[CH:31][C:26]([C:27]([NH:29][NH2:30])=[O:28])=[CH:25][CH:24]=1)(=[O:22])=[O:21]. No catalyst specified. The product is [Cl:1][C:2]1[C:3]([CH3:18])=[C:4]([NH:10][C@H:11]([C@@H:15]([OH:17])[CH3:16])[C:12]([NH:30][NH:29][C:27](=[O:28])[C:26]2[CH:25]=[CH:24][C:23]([S:20]([CH3:19])(=[O:21])=[O:22])=[CH:32][CH:31]=2)=[O:14])[CH:5]=[CH:6][C:7]=1[C:8]#[N:9]. The yield is 0.820. (3) The reactants are [CH3:1][O:2][C:3]1[CH:4]=[C:5]([C:8]([O:11]COC)=[CH:9][N:10]=1)[CH:6]=[O:7].Cl.C([O-])([O-])=O.[K+].[K+]. The yield is 0.746. The product is [OH:11][C:8]1[C:5]([CH:6]=[O:7])=[CH:4][C:3]([O:2][CH3:1])=[N:10][CH:9]=1. The catalyst is C1COCC1.O. (4) The reactants are P(Cl)(Cl)([Cl:3])=O.[CH2:6]([O:13][C:14]1[CH:23]=[C:22]2[C:17]([C:18](=O)[CH:19]=[CH:20][NH:21]2)=[CH:16][C:15]=1[O:25][CH3:26])[C:7]1[CH:12]=[CH:11][CH:10]=[CH:9][CH:8]=1. No catalyst specified. The product is [CH2:6]([O:13][C:14]1[CH:23]=[C:22]2[C:17]([C:18]([Cl:3])=[CH:19][CH:20]=[N:21]2)=[CH:16][C:15]=1[O:25][CH3:26])[C:7]1[CH:12]=[CH:11][CH:10]=[CH:9][CH:8]=1. The yield is 0.210. (5) The reactants are CC1C=CC(S(OCC2CC3C=CC=C(C(C)C)C=3O2)(=O)=O)=CC=1.[N-]=[N+]=[N-].[Na+].[N:29]([CH2:32][CH:33]1[CH2:37][C:36]2[CH:38]=[C:39](Cl)[CH:40]=[C:41]([C:42]3[CH:46]=CS[CH:43]=3)[C:35]=2[O:34]1)=[N+]=[N-].C(C1C2OC(CN=[N+]=[N-])CC=2C=CC=1)(C)C.[N-]=[N+]=[N-]. The catalyst is [Pd]. The product is [CH:42]([C:41]1[C:35]2[O:34][CH:33]([CH2:32][NH2:29])[CH2:37][C:36]=2[CH:38]=[CH:39][CH:40]=1)([CH3:46])[CH3:43]. The yield is 0.690. (6) The reactants are C([C@@H]1N(C(=O)C2C=CC(OC3C=CC=CC=3)=CC=2)C[C@H](CC(C)C)NC1=O)C(C)C.[F:31][C:32]1[CH:37]=[CH:36][CH:35]=[CH:34][C:33]=1[C@@H:38]1[NH:43][C:42](=[O:44])[C@H:41]([CH2:45][CH:46]([CH3:48])[CH3:47])[NH:40][CH2:39]1.[F:49][C:50]1[CH:51]=[C:52]([C:57]2[O:61][N:60]=[C:59]([C:62](O)=[O:63])[C:58]=2[F:65])[CH:53]=[CH:54][C:55]=1[F:56]. No catalyst specified. The product is [F:49][C:50]1[CH:51]=[C:52]([C:57]2[O:61][N:60]=[C:59]([C:62]([N:40]3[CH2:39][C@H:38]([C:33]4[CH:34]=[CH:35][CH:36]=[CH:37][C:32]=4[F:31])[NH:43][C:42](=[O:44])[C@@H:41]3[CH2:45][CH:46]([CH3:48])[CH3:47])=[O:63])[C:58]=2[F:65])[CH:53]=[CH:54][C:55]=1[F:56]. The yield is 0.490. (7) The reactants are [CH2:1]([C:3]([NH:8][C:9]([NH:11]C(=O)C1C=CC=CC=1)=[S:10])([CH2:6][OH:7])[CH2:4][CH3:5])[CH3:2].[Li+].[OH-]. The catalyst is O1CCCC1.CO.O. The product is [CH2:1]([C:3]([NH:8][C:9]([NH2:11])=[S:10])([CH2:6][OH:7])[CH2:4][CH3:5])[CH3:2]. The yield is 0.680. (8) The reactants are [C:1]([C:4]1[C:22](=[O:23])[C@@:8]2([CH3:24])[C:9]3[C:15]([OH:16])=[CH:14][C:13]([O:17][CH3:18])=[C:12]([C:19]([NH2:21])=[O:20])[C:10]=3[O:11][C:7]2=[CH:6][C:5]=1[OH:25])(=[O:3])[CH3:2].[CH3:26][C:27]1[C:34]([CH3:35])=[C:33]([O:36][CH2:37][C:38]#[C:39][CH2:40][CH3:41])[C:32]([CH3:42])=[C:31]([CH3:43])[C:28]=1[CH:29]=O.C([SiH](CC)CC)C.FC(F)(F)C(O)=O. The catalyst is C(#N)C. The product is [C:1]([C:4]1[C:22](=[O:23])[C@@:8]2([CH3:24])[C:9]3[C:15]([OH:16])=[CH:14][C:13]([O:17][CH3:18])=[C:12]([C:19]([NH:21][CH2:29][C:28]4[C:27]([CH3:26])=[C:34]([CH3:35])[C:33]([O:36][CH2:37][C:38]#[C:39][CH2:40][CH3:41])=[C:32]([CH3:42])[C:31]=4[CH3:43])=[O:20])[C:10]=3[O:11][C:7]2=[CH:6][C:5]=1[OH:25])(=[O:3])[CH3:2]. The yield is 0.660.